Dataset: Full USPTO retrosynthesis dataset with 1.9M reactions from patents (1976-2016). Task: Predict the reactants needed to synthesize the given product. (1) The reactants are: [CH3:1][N:2]([CH3:31])[C:3](=[O:30])[C@@H:4]([NH:12]C(=O)OCC1C2C=CC=CC=2C2C1=CC=CC=2)[CH2:5][C:6]1[CH:11]=[CH:10][N:9]=[CH:8][CH:7]=1.CO.CNC.CO. Given the product [NH2:12][C@@H:4]([CH2:5][C:6]1[CH:7]=[CH:8][N:9]=[CH:10][CH:11]=1)[C:3]([N:2]([CH3:31])[CH3:1])=[O:30], predict the reactants needed to synthesize it. (2) Given the product [SH:25][CH2:24][CH2:23][CH2:22][CH2:21][S:26][CH:9]([C:10]1[CH:14]=[CH:13][S:12][CH:11]=1)[CH2:8][C:4]1[O:3][C:2]([CH3:1])([C:15]2[CH:20]=[CH:19][CH:18]=[CH:17][CH:16]=2)[C:6](=[O:7])[CH:5]=1, predict the reactants needed to synthesize it. The reactants are: [CH3:1][C:2]1([C:15]2[CH:20]=[CH:19][CH:18]=[CH:17][CH:16]=2)[C:6](=[O:7])[CH:5]=[C:4](/[CH:8]=[CH:9]/[C:10]2[CH:14]=[CH:13][S:12][CH:11]=2)[O:3]1.[CH2:21]([SH:26])[CH2:22][CH2:23][CH2:24][SH:25].